This data is from Forward reaction prediction with 1.9M reactions from USPTO patents (1976-2016). The task is: Predict the product of the given reaction. (1) Given the reactants [Cl:1][C:2]1[CH:7]=[CH:6][C:5]([C:8](=[NH:20])[NH:9][C:10]2[CH:15]=[CH:14][C:13]([S:16]([CH3:19])(=[O:18])=[O:17])=[CH:12][CH:11]=2)=[CH:4][CH:3]=1.C(=O)(O)[O-].[Na+].Br[CH2:27][C:28](=[O:33])[C:29]([F:32])([F:31])[F:30], predict the reaction product. The product is: [Cl:1][C:2]1[CH:3]=[CH:4][C:5]([C:8]2[N:9]([C:10]3[CH:15]=[CH:14][C:13]([S:16]([CH3:19])(=[O:17])=[O:18])=[CH:12][CH:11]=3)[CH2:27][C:28]([OH:33])([C:29]([F:32])([F:31])[F:30])[N:20]=2)=[CH:6][CH:7]=1. (2) Given the reactants [Cl:1][C:2]1[CH:3]=[C:4]([NH:8][C:9]2[N:14]=[CH:13][N:12]=[C:11]([C:15]3[CH:20]=[CH:19][N:18]=[C:17]([C:21](=[N:23][OH:24])[NH2:22])[CH:16]=3)[N:10]=2)[CH:5]=[CH:6][CH:7]=1.[CH3:25][O:26][CH2:27][C:28](Cl)=[O:29].C(=O)(O)[O-].[Na+], predict the reaction product. The product is: [Cl:1][C:2]1[CH:3]=[C:4]([NH:8][C:9]2[N:14]=[CH:13][N:12]=[C:11]([C:15]3[CH:20]=[CH:19][N:18]=[C:17]([C:21](=[N:23][O:24][C:28](=[O:29])[CH2:27][O:26][CH3:25])[NH2:22])[CH:16]=3)[N:10]=2)[CH:5]=[CH:6][CH:7]=1. (3) Given the reactants I[C:2]1[C:3]([CH3:23])=[N:4][N:5]([CH2:18][C:19]([F:22])([F:21])[F:20])[C:6]=1[C:7]1[CH:17]=[CH:16][C:10]2[O:11][CH2:12][C:13](=[O:15])[NH:14][C:9]=2[CH:8]=1.[F:24][C:25]1[CH:30]=[CH:29][C:28](B(O)O)=[CH:27][CH:26]=1, predict the reaction product. The product is: [F:24][C:25]1[CH:30]=[CH:29][C:28]([C:2]2[C:3]([CH3:23])=[N:4][N:5]([CH2:18][C:19]([F:22])([F:21])[F:20])[C:6]=2[C:7]2[CH:17]=[CH:16][C:10]3[O:11][CH2:12][C:13](=[O:15])[NH:14][C:9]=3[CH:8]=2)=[CH:27][CH:26]=1. (4) Given the reactants Br[C:2]([Br:5])(Br)Br.OC[CH:8]1[CH2:13][CH2:12][N:11]([C:14]2[C:15]3[C:29]([C:30]4[CH:35]=[CH:34][CH:33]=[CH:32][CH:31]=4)=[CH:28][S:27][C:16]=3[N:17]=[C:18]([CH2:20][N:21]3[CH2:25][CH2:24][CH2:23][C:22]3=[O:26])[N:19]=2)[CH2:10][CH2:9]1, predict the reaction product. The product is: [Br:5][CH2:2][CH:8]1[CH2:9][CH2:10][N:11]([C:14]2[C:15]3[C:29]([C:30]4[CH:35]=[CH:34][CH:33]=[CH:32][CH:31]=4)=[CH:28][S:27][C:16]=3[N:17]=[C:18]([CH2:20][N:21]3[CH2:25][CH2:24][CH2:23][C:22]3=[O:26])[N:19]=2)[CH2:12][CH2:13]1. (5) The product is: [CH3:24][C:23]1[CH:22]=[CH:21][C:4]([O:5][C:6]2[CH:7]=[CH:8][C:9]3[N:10]([CH:12]=[C:13]([NH:15][C:16]([CH:18]4[CH2:20][CH2:19]4)=[O:17])[N:14]=3)[N:11]=2)=[CH:3][C:2]=1[NH:1][C:33](=[O:34])[CH2:32][C:27]1[CH:28]=[CH:29][CH:30]=[CH:31][N:26]=1. Given the reactants [NH2:1][C:2]1[CH:3]=[C:4]([CH:21]=[CH:22][C:23]=1[CH3:24])[O:5][C:6]1[CH:7]=[CH:8][C:9]2[N:10]([CH:12]=[C:13]([NH:15][C:16]([CH:18]3[CH2:20][CH2:19]3)=[O:17])[N:14]=2)[N:11]=1.Cl.[N:26]1[CH:31]=[CH:30][CH:29]=[CH:28][C:27]=1[CH2:32][C:33](O)=[O:34].C(N(CC)CC)C.P(C#N)(OCC)(OCC)=O.C(=O)([O-])O.[Na+], predict the reaction product. (6) The product is: [Cl:1][C:2]1[CH:3]=[C:4]([CH:12]=[CH:13][C:14]=1[CH:15]1[CH2:20][CH2:19][CH2:18][CH:17]([O:21][CH2:22][C:23]([CH3:25])=[CH2:24])[CH2:16]1)[C:5]([OH:7])=[O:6]. Given the reactants [Cl:1][C:2]1[CH:3]=[C:4]([CH:12]=[CH:13][C:14]=1[CH:15]1[CH2:20][CH2:19][CH2:18][CH:17]([O:21][CH2:22][C:23]([CH3:25])=[CH2:24])[CH2:16]1)[C:5]([O:7]CC(C)=C)=[O:6].O.[OH-].[Li+].ClCCl.Cl, predict the reaction product. (7) Given the reactants [C-:1]1([CH2:6][CH2:7][CH2:8][CH2:9][CH2:10][CH2:11][CH2:12][CH2:13][CH2:14][CH2:15][CH2:16][CH2:17][CH2:18][CH2:19][CH2:20][CH2:21]Br)[CH:5]=[CH:4][CH:3]=[CH:2]1.[CH-:23]1[CH:27]=[CH:26][CH:25]=[CH:24]1.[Fe+2:28].[C:29]([O-:32])(=[S:31])[CH3:30].[K+], predict the reaction product. The product is: [C:29]([S:31][CH2:21][CH2:20][CH2:19][CH2:18][CH2:17][CH2:16][CH2:15][CH2:14][CH2:13][CH2:12][CH2:11][CH2:10][CH2:9][CH2:8][CH2:7][CH2:6][C-:1]1[CH:5]=[CH:4][CH:3]=[CH:2]1)(=[O:32])[CH3:30].[CH-:23]1[CH:27]=[CH:26][CH:25]=[CH:24]1.[Fe+2:28].